Dataset: Forward reaction prediction with 1.9M reactions from USPTO patents (1976-2016). Task: Predict the product of the given reaction. The product is: [Cl:1][C:2]1[CH:3]=[C:4]([CH:8]2[CH2:12][N:11]([CH:15]([CH2:20][CH3:21])[C:16]([O:18][CH2:19][CH3:24])=[O:17])[C:10](=[O:13])[CH2:9]2)[CH:5]=[CH:6][CH:7]=1. Given the reactants [Cl:1][C:2]1[CH:3]=[C:4]([CH:8]2[CH2:12][NH:11][C:10](=[O:13])[CH2:9]2)[CH:5]=[CH:6][CH:7]=1.Br[CH:15]([CH2:20][CH3:21])[C:16]([O:18][CH3:19])=[O:17].[H-].[Na+].[C:24](#N)C, predict the reaction product.